From a dataset of Reaction yield outcomes from USPTO patents with 853,638 reactions. Predict the reaction yield, written as a fraction of the theoretical maximum amount of product (1.0 means a 100% yield; for example, 0.34 means a 34% yield). (1) The reactants are Br[C:2]1[CH:3]=[CH:4][C:5]2[O:11][CH2:10][CH2:9][N:8]3[C:12]([CH2:18][NH:19][CH:20]([CH3:22])[CH3:21])=[C:13]([C:15]([NH2:17])=[O:16])[N:14]=[C:7]3[C:6]=2[CH:23]=1.BrC1C=CC2OCCN3C(CN4CCCC4)=C(C(N)=O)N=C3C=2C=1.C(N)(C)C.[CH3:52][C:53]([OH:57])([C:55]#[CH:56])[CH3:54]. No catalyst specified. The product is [OH:57][C:53]([CH3:54])([CH3:52])[C:55]#[C:56][C:2]1[CH:3]=[CH:4][C:5]2[O:11][CH2:10][CH2:9][N:8]3[C:12]([CH2:18][NH:19][CH:20]([CH3:22])[CH3:21])=[C:13]([C:15]([NH2:17])=[O:16])[N:14]=[C:7]3[C:6]=2[CH:23]=1. The yield is 0.390. (2) The reactants are C(P1(=O)OP(CCC)(=O)OP(CCC)(=O)O1)CC.[NH2:19][C:20]1[CH:21]=[C:22]([CH:26]=[C:27]([Br:29])[CH:28]=1)[C:23]([OH:25])=O.CCN(CC)CC.[O:37]1[CH2:42][CH2:41][N:40]([CH2:43][CH2:44][NH2:45])[CH2:39][CH2:38]1. The catalyst is C(Cl)Cl. The product is [NH2:19][C:20]1[CH:21]=[C:22]([CH:26]=[C:27]([Br:29])[CH:28]=1)[C:23]([NH:45][CH2:44][CH2:43][N:40]1[CH2:41][CH2:42][O:37][CH2:38][CH2:39]1)=[O:25]. The yield is 0.920. (3) The reactants are C(Cl)(=O)C(Cl)=O.CS(C)=O.[C:11]([O:19][C@@H:20]1[CH2:54][N:23]2[C:24](=[O:53])[C@@H:25]([NH:45][C:46]([O:48][C:49]([CH3:52])([CH3:51])[CH3:50])=[O:47])[CH2:26][CH2:27][CH2:28][CH2:29][CH2:30][C@H:31]([OH:44])[CH2:32][C@@H:33]3[CH2:38][C@@:34]3([C:39]([O:41][CH2:42][CH3:43])=[O:40])[NH:35][C:36](=[O:37])[C@@H:22]2[CH2:21]1)(=[O:18])[C:12]1[CH:17]=[CH:16][CH:15]=[CH:14][CH:13]=1.C(N(CC)CC)C. The catalyst is ClCCl. The product is [C:11]([O:19][C@@H:20]1[CH2:54][N:23]2[C:24](=[O:53])[C@@H:25]([NH:45][C:46]([O:48][C:49]([CH3:51])([CH3:50])[CH3:52])=[O:47])[CH2:26][CH2:27][CH2:28][CH2:29][CH2:30][C:31](=[O:44])[CH2:32][C@@H:33]3[CH2:38][C@@:34]3([C:39]([O:41][CH2:42][CH3:43])=[O:40])[NH:35][C:36](=[O:37])[C@@H:22]2[CH2:21]1)(=[O:18])[C:12]1[CH:13]=[CH:14][CH:15]=[CH:16][CH:17]=1. The yield is 0.840. (4) The reactants are [CH2:1]([C:3]1[N:4]([C:28]2[CH:33]=[CH:32][C:31]([OH:34])=[CH:30][CH:29]=2)[C:5](=[O:27])[C:6]([CH2:12][C:13]2[CH:18]=[CH:17][C:16]([C:19]3[C:20]([C:25]#[N:26])=[CH:21][CH:22]=[CH:23][CH:24]=3)=[CH:15][CH:14]=2)=[C:7]([CH2:9][CH2:10][CH3:11])[N:8]=1)[CH3:2].[CH2:35]([O:37][CH2:38][CH:39](O)[CH2:40][O:41][CH2:42][CH3:43])[CH3:36].C1(P(C2C=CC=CC=2)C2C=CC=CC=2)C=CC=CC=1.[N:65]([C:66]([O:68]C(C)C)=[O:67])=[N:65][C:66]([O:68]C(C)C)=[O:67]. The catalyst is O1CCCC1.O.C(OCC)(=O)C. The product is [CH2:42]([O:41][CH2:40][CH:39]([CH2:38][O:37][CH2:35][CH3:36])[O:34][C:31]1[CH:32]=[CH:33][C:28]([N:4]2[C:5](=[O:27])[C:6]([CH2:12][C:13]3[CH:18]=[CH:17][C:16]([C:19]4[CH:24]=[CH:23][CH:22]=[CH:21][C:20]=4[C:25]4[NH:65][C:66](=[O:67])[O:68][N:26]=4)=[CH:15][CH:14]=3)=[C:7]([CH2:9][CH2:10][CH3:11])[N:8]=[C:3]2[CH2:1][CH3:2])=[CH:29][CH:30]=1)[CH3:43]. The yield is 0.600.